This data is from Forward reaction prediction with 1.9M reactions from USPTO patents (1976-2016). The task is: Predict the product of the given reaction. (1) Given the reactants C1(C2C=CC(CNCCC3C=CC(F)=C(C(F)(F)F)C=3)=CC=2)CC1.[C:25]12([CH2:37][CH2:36]1)[C:33]1[C:28](=[CH:29][C:30]([CH:34]=O)=[CH:31][CH:32]=1)[CH2:27][CH2:26]2.[Cl:38][C:39]1[CH:40]=[C:41]([CH2:46][CH2:47][NH2:48])[CH:42]=[CH:43][C:44]=1[Cl:45].[BH4-].[Na+], predict the reaction product. The product is: [Cl:38][C:39]1[CH:40]=[C:41]([CH2:46][CH2:47][NH:48][CH2:34][C:30]2[CH:29]=[C:28]3[C:33](=[CH:32][CH:31]=2)[C:25]2([CH2:37][CH2:36]2)[CH2:26][CH2:27]3)[CH:42]=[CH:43][C:44]=1[Cl:45]. (2) Given the reactants Cl[CH2:2][C:3]1[CH:8]=[CH:7][C:6]([S:9]([CH3:12])(=[O:11])=[O:10])=[CH:5][CH:4]=1.CS(C)=O.[OH:17][N:18]1[C:22](=[O:23])[C:21]2=[CH:24][CH:25]=[CH:26][CH:27]=[C:20]2[C:19]1=[O:28].C(=O)([O-])[O-].[K+].[K+], predict the reaction product. The product is: [CH3:12][S:9]([C:6]1[CH:7]=[CH:8][C:3]([CH2:2][O:17][N:18]2[C:22](=[O:23])[C:21]3[C:20](=[CH:27][CH:26]=[CH:25][CH:24]=3)[C:19]2=[O:28])=[CH:4][CH:5]=1)(=[O:11])=[O:10]. (3) Given the reactants [SH:1][C:2]1[NH:3][C:4]2[CH:10]=[C:9]([CH3:11])[CH:8]=[CH:7][C:5]=2[N:6]=1.[H-].[Na+].[N+]([C:17]1[O:21][C:20]([CH:22]=[O:23])=[CH:19][CH:18]=1)([O-])=O, predict the reaction product. The product is: [CH3:11][C:9]1[CH:8]=[CH:7][C:5]2[NH:6][C:2]([S:1][C:17]3[O:21][C:20]([CH:22]=[O:23])=[CH:19][CH:18]=3)=[N:3][C:4]=2[CH:10]=1.